Dataset: Full USPTO retrosynthesis dataset with 1.9M reactions from patents (1976-2016). Task: Predict the reactants needed to synthesize the given product. (1) The reactants are: Cl[C:2]1[C:11]2[C:6](=[CH:7][C:8]([O:17][CH2:18][CH2:19][O:20][CH3:21])=[C:9]([O:12][CH2:13][CH2:14][O:15][CH3:16])[CH:10]=2)[N:5]=[CH:4][N:3]=1.[NH2:22][C:23]1[CH:27]=[C:26]([C:28]([CH3:31])([CH3:30])[CH3:29])[Se:25][C:24]=1[C:32]([NH2:34])=[O:33].CN(C=O)C.[OH-].[Na+]. Given the product [CH3:16][O:15][CH2:14][CH2:13][O:12][C:9]1[CH:10]=[C:11]2[C:6](=[CH:7][C:8]=1[O:17][CH2:18][CH2:19][O:20][CH3:21])[N:5]=[CH:4][N:3]=[C:2]2[NH:22][C:23]1[CH:27]=[C:26]([C:28]([CH3:31])([CH3:29])[CH3:30])[Se:25][C:24]=1[C:32]([NH2:34])=[O:33], predict the reactants needed to synthesize it. (2) Given the product [Br:1][C:2]1[C:7]([CH3:19])=[CH:6][C:5]([CH2:8][C:9]([OH:11])=[O:10])=[C:4]([O:15][CH2:14][CH3:13])[CH:3]=1, predict the reactants needed to synthesize it. The reactants are: [Br:1][C:2]1[CH:7]=[CH:6][C:5]([CH2:8][C:9]([OH:11])=[O:10])=[C:4](F)[CH:3]=1.[CH3:13][CH2:14][O-:15].[Na+].[Cl-].[Na+].[CH2:19](O)C. (3) Given the product [N:22]1([CH:20]([NH:13][C:11](=[O:12])[C:10]2[CH:9]=[CH:8][C:7]([C:1]3[CH:2]=[CH:3][CH:4]=[CH:5][CH:6]=3)=[CH:15][CH:14]=2)[C:17]([CH3:18])([CH3:19])[CH3:16])[C:26]2[CH:27]=[CH:28][CH:29]=[CH:30][C:25]=2[N:24]=[N:23]1, predict the reactants needed to synthesize it. The reactants are: [C:1]1([C:7]2[CH:15]=[CH:14][C:10]([C:11]([NH2:13])=[O:12])=[CH:9][CH:8]=2)[CH:6]=[CH:5][CH:4]=[CH:3][CH:2]=1.[CH3:16][C:17]([CH:20]=O)([CH3:19])[CH3:18].[NH:22]1[C:26]2[CH:27]=[CH:28][CH:29]=[CH:30][C:25]=2[N:24]=[N:23]1.C1(C)C=CC(S(O)(=O)=O)=CC=1. (4) The reactants are: [OH:1][C:2]1[CH:3]=[C:4]([CH:7]=[CH:8][CH:9]=1)[C:5]#[N:6].Cl[C:11]1[CH:16]=[CH:15][C:14]([Cl:17])=[CH:13][N:12]=1. Given the product [Cl:17][C:14]1[CH:15]=[CH:16][C:11]([O:1][C:2]2[CH:3]=[C:4]([CH:7]=[CH:8][CH:9]=2)[C:5]#[N:6])=[N:12][CH:13]=1, predict the reactants needed to synthesize it. (5) Given the product [Cl:1][C:2]1[CH:3]=[C:4]([OH:8])[CH:5]=[CH:6][C:7]=1[CH:12]=[O:13], predict the reactants needed to synthesize it. The reactants are: [Cl:1][C:2]1[CH:3]=[C:4]([OH:8])[CH:5]=[CH:6][CH:7]=1.[OH-].[Ca+2].[OH-].[C:12](=O)([O-])[O-:13].[Na+].[Na+].Cl.